Dataset: Peptide-MHC class I binding affinity with 185,985 pairs from IEDB/IMGT. Task: Regression. Given a peptide amino acid sequence and an MHC pseudo amino acid sequence, predict their binding affinity value. This is MHC class I binding data. (1) The peptide sequence is KIVPLPPMY. The MHC is HLA-B51:01 with pseudo-sequence HLA-B51:01. The binding affinity (normalized) is 0.0847. (2) The binding affinity (normalized) is 0. The peptide sequence is ALLFFIVAL. The MHC is HLA-A68:02 with pseudo-sequence HLA-A68:02. (3) The peptide sequence is NTTYDFLARK. The MHC is HLA-A31:01 with pseudo-sequence HLA-A31:01. The binding affinity (normalized) is 0.203. (4) The MHC is HLA-A02:01 with pseudo-sequence HLA-A02:01. The peptide sequence is YLYPGPVTV. The binding affinity (normalized) is 0.798. (5) The peptide sequence is RKLTNPANK. The MHC is HLA-A68:02 with pseudo-sequence HLA-A68:02. The binding affinity (normalized) is 0.0847. (6) The peptide sequence is YPDPVIKV. The MHC is HLA-B07:02 with pseudo-sequence HLA-B07:02. The binding affinity (normalized) is 0.327. (7) The peptide sequence is SPAIFQSSM. The MHC is HLA-B08:01 with pseudo-sequence HLA-B08:01. The binding affinity (normalized) is 0.273.